Dataset: Full USPTO retrosynthesis dataset with 1.9M reactions from patents (1976-2016). Task: Predict the reactants needed to synthesize the given product. Given the product [Br:8][C:6]1[CH:7]=[C:2]([Br:1])[C:3]([CH3:11])=[C:4]([F:10])[C:5]=1[O:9][CH3:12], predict the reactants needed to synthesize it. The reactants are: [Br:1][C:2]1[CH:7]=[C:6]([Br:8])[C:5]([OH:9])=[C:4]([F:10])[C:3]=1[CH3:11].[C:12]([O-])([O-])=O.[K+].[K+].CI.